From a dataset of Catalyst prediction with 721,799 reactions and 888 catalyst types from USPTO. Predict which catalyst facilitates the given reaction. (1) Reactant: C[O:2][C:3](=O)[C:4]1[CH:9]=[C:8]([C:10]2[CH:19]=[CH:18][C:17]3[N:16]=[CH:15][C:14]4[N:20]([CH3:31])[C:21](=[O:30])[N:22]([C:23]5[C:24]([Cl:29])=[N:25][N:26]([CH3:28])[CH:27]=5)[C:13]=4[C:12]=3[CH:11]=2)[CH:7]=[N:6][C:5]=1[O:32][CH3:33].[H-].[H-].[H-].[H-].[Li+].[Al+3]. Product: [Cl:29][C:24]1[C:23]([N:22]2[C:13]3[C:12]4[CH:11]=[C:10]([C:8]5[CH:7]=[N:6][C:5]([O:32][CH3:33])=[C:4]([CH2:3][OH:2])[CH:9]=5)[CH:19]=[CH:18][C:17]=4[N:16]=[CH:15][C:14]=3[N:20]([CH3:31])[C:21]2=[O:30])=[CH:27][N:26]([CH3:28])[N:25]=1. The catalyst class is: 1. (2) Reactant: Br[CH2:2][C:3]([C:5]1[CH:10]=[CH:9][CH:8]=[C:7]([O:11][CH3:12])[CH:6]=1)=[O:4].[OH:13][C:14]1[CH:21]=[CH:20][C:17]([CH2:18][OH:19])=[CH:16][CH:15]=1.C(=O)([O-])[O-].[K+].[K+]. Product: [OH:19][CH2:18][C:17]1[CH:20]=[CH:21][C:14]([O:13][CH2:2][C:3]([C:5]2[CH:10]=[CH:9][CH:8]=[C:7]([O:11][CH3:12])[CH:6]=2)=[O:4])=[CH:15][CH:16]=1. The catalyst class is: 21. (3) Reactant: [Cl:1][C:2]1[CH:17]=[CH:16][CH:15]=[C:14]([N+:18]([O-])=O)[C:3]=1[C:4]([NH:6][C:7]1[CH:12]=[CH:11][C:10]([F:13])=[CH:9][CH:8]=1)=[O:5].C([O-])=O.[NH4+]. Product: [NH2:18][C:14]1[CH:15]=[CH:16][CH:17]=[C:2]([Cl:1])[C:3]=1[C:4]([NH:6][C:7]1[CH:8]=[CH:9][C:10]([F:13])=[CH:11][CH:12]=1)=[O:5]. The catalyst class is: 190. (4) Reactant: [CH3:1][O:2][C:3](=[O:46])[CH2:4][C@H:5]1[CH2:10][C@@H:9]([CH2:11][CH2:12][C:13]2[N:14]([CH:41]([CH3:43])[CH3:42])[C:15]([C:31](=[O:40])[NH:32][CH2:33][C:34]3[CH:39]=[CH:38][CH:37]=[CH:36][CH:35]=3)=[C:16]([C:25]3[CH:30]=[CH:29][CH:28]=[CH:27][CH:26]=3)[C:17]=2[C:18]2[CH:23]=[CH:22][C:21]([F:24])=[CH:20][CH:19]=2)[O:8]C(C)(C)[O:6]1.Cl. Product: [CH3:1][O:2][C:3](=[O:46])[CH2:4][C@H:5]([OH:6])[CH2:10][C@H:9]([OH:8])[CH2:11][CH2:12][C:13]1[N:14]([CH:41]([CH3:43])[CH3:42])[C:15]([C:31](=[O:40])[NH:32][CH2:33][C:34]2[CH:35]=[CH:36][CH:37]=[CH:38][CH:39]=2)=[C:16]([C:25]2[CH:30]=[CH:29][CH:28]=[CH:27][CH:26]=2)[C:17]=1[C:18]1[CH:23]=[CH:22][C:21]([F:24])=[CH:20][CH:19]=1. The catalyst class is: 191. (5) Reactant: O.[F-].[NH4+].[Si]([O:11][C@@H:12]1[CH2:21][CH2:20][CH2:19][C@H:18]2[C@@H:13]1[NH:14][CH2:15][CH2:16][N:17]2[C:22]([O:24][CH3:25])=[O:23])(C(C)(C)C)(C)C.C([O-])([O-])=O.[Na+].[Na+]. Product: [CH3:25][O:24][C:22]([N:17]1[C@@H:18]2[C@@H:13]([C@H:12]([OH:11])[CH2:21][CH2:20][CH2:19]2)[NH:14][CH2:15][CH2:16]1)=[O:23]. The catalyst class is: 5.